Dataset: Forward reaction prediction with 1.9M reactions from USPTO patents (1976-2016). Task: Predict the product of the given reaction. Given the reactants C([O:8][C:9]1[CH:14]=[CH:13][C:12]([C:15]2[N:19]([C:20]3[CH:25]=[CH:24][CH:23]=[CH:22][C:21]=3[O:26][CH3:27])[N:18]=[C:17]([CH:28]3[CH2:33][C:32]([CH3:35])([CH3:34])[O:31][C:30]([CH3:37])([CH3:36])[CH2:29]3)[CH:16]=2)=[CH:11][CH:10]=1)C1C=CC=CC=1, predict the reaction product. The product is: [CH3:27][O:26][C:21]1[CH:22]=[CH:23][CH:24]=[CH:25][C:20]=1[N:19]1[C:15]([C:12]2[CH:13]=[CH:14][C:9]([OH:8])=[CH:10][CH:11]=2)=[CH:16][C:17]([CH:28]2[CH2:33][C:32]([CH3:35])([CH3:34])[O:31][C:30]([CH3:37])([CH3:36])[CH2:29]2)=[N:18]1.